This data is from Catalyst prediction with 721,799 reactions and 888 catalyst types from USPTO. The task is: Predict which catalyst facilitates the given reaction. Reactant: [NH2:1][C:2]1[CH:7]=[CH:6][C:5]([NH:8][C:9]([CH:11]2[CH:15]([C:16]3[CH:21]=[CH:20][CH:19]=[C:18]([Cl:22])[C:17]=3[F:23])[C:14]([C:26]3[CH:31]=[CH:30][C:29]([Cl:32])=[CH:28][C:27]=3[F:33])([C:24]#[N:25])[CH:13]([CH2:34][C:35]([CH3:38])([CH3:37])[CH3:36])[NH:12]2)=[O:10])=[CH:4][CH:3]=1.[C:39](OC(=O)C)(=[O:41])[CH3:40].C(N(CC)CC)C. Product: [C:39]([NH:1][C:2]1[CH:7]=[CH:6][C:5]([NH:8][C:9]([CH:11]2[CH:15]([C:16]3[CH:21]=[CH:20][CH:19]=[C:18]([Cl:22])[C:17]=3[F:23])[C:14]([C:26]3[CH:31]=[CH:30][C:29]([Cl:32])=[CH:28][C:27]=3[F:33])([C:24]#[N:25])[CH:13]([CH2:34][C:35]([CH3:38])([CH3:37])[CH3:36])[NH:12]2)=[O:10])=[CH:4][CH:3]=1)(=[O:41])[CH3:40]. The catalyst class is: 2.